This data is from Reaction yield outcomes from USPTO patents with 853,638 reactions. The task is: Predict the reaction yield, written as a fraction of the theoretical maximum amount of product (1.0 means a 100% yield; for example, 0.34 means a 34% yield). (1) The reactants are [N:1]1[N:2]([C:6]2[N:11]=[C:10]([NH:12][C:13]3[CH:18]=[C:17](Cl)[N:16]=[N:15][C:14]=3[C:20]([NH2:22])=[O:21])[CH:9]=[CH:8][CH:7]=2)[N:3]=[CH:4][CH:5]=1.[NH2:23][C@@H:24]1[CH2:29][CH2:28][CH2:27][CH2:26][C@@H:25]1[NH:30][C:31](=[O:37])[O:32][C:33]([CH3:36])([CH3:35])[CH3:34]. The catalyst is CN1C(=O)CCC1.C(OCC)(=O)C.[Cl-].[Na+].O. The product is [N:1]1[N:2]([C:6]2[N:11]=[C:10]([NH:12][C:13]3[CH:18]=[C:17]([NH:23][C@@H:24]4[CH2:29][CH2:28][CH2:27][CH2:26][C@@H:25]4[NH:30][C:31](=[O:37])[O:32][C:33]([CH3:35])([CH3:34])[CH3:36])[N:16]=[N:15][C:14]=3[C:20](=[O:21])[NH2:22])[CH:9]=[CH:8][CH:7]=2)[N:3]=[CH:4][CH:5]=1. The yield is 0.560. (2) The reactants are [CH3:1][O:2][C:3](=[O:9])[C:4]([CH3:8])([CH3:7])[CH2:5][OH:6].[O:10]1[CH:15]=[CH:14][CH2:13][CH2:12][CH2:11]1.S(=O)(=O)(O)O. The catalyst is C(Cl)Cl. The product is [CH3:1][O:2][C:3](=[O:9])[C:4]([CH3:8])([CH3:7])[CH2:5][O:6][CH:11]1[CH2:12][CH2:13][CH2:14][CH2:15][O:10]1. The yield is 1.00. (3) The reactants are [CH3:1][N:2]1[C:6]([C:7]2[CH:12]=[C:11]([O:13][C:14]3[CH:15]=[N:16][C:17]([N+:20]([O-])=O)=[CH:18][CH:19]=3)[CH:10]=[CH:9][N:8]=2)=[CH:5][N:4]=[C:3]1[CH3:23]. The catalyst is CO.[Pd]. The product is [CH3:1][N:2]1[C:6]([C:7]2[CH:12]=[C:11]([O:13][C:14]3[CH:19]=[CH:18][C:17]([NH2:20])=[N:16][CH:15]=3)[CH:10]=[CH:9][N:8]=2)=[CH:5][N:4]=[C:3]1[CH3:23]. The yield is 0.690. (4) The reactants are [C:1]([O:5][C:6]([NH:8][C:9]1[CH:10]=[C:11]2[CH:17]=[C:16](B(O)O)[NH:15][C:12]2=[N:13][CH:14]=1)=[O:7])([CH3:4])([CH3:3])[CH3:2].[F:21][C:22]1[CH:27]=[CH:26][C:25](I)=[CH:24][CH:23]=1.C(=O)([O-])[O-].[K+].[K+]. The catalyst is C1C=CC(P(C2C=CC=CC=2)[C-]2C=CC=C2)=CC=1.C1C=CC(P(C2C=CC=CC=2)[C-]2C=CC=C2)=CC=1.Cl[Pd]Cl.[Fe+2].O1CCOCC1. The product is [F:21][C:22]1[CH:27]=[CH:26][C:25]([C:16]2[NH:15][C:12]3=[N:13][CH:14]=[C:9]([NH:8][C:6](=[O:7])[O:5][C:1]([CH3:4])([CH3:3])[CH3:2])[CH:10]=[C:11]3[CH:17]=2)=[CH:24][CH:23]=1. The yield is 0.170. (5) The reactants are C=O.[F:3][C:4]([F:31])([F:30])[C:5]1[CH:29]=[CH:28][C:8]2[NH:9][C:10]3[CH:27]=[CH:26][CH:25]=[CH:24][C:11]=3[N:12]=[C:13]([N:14]3[CH2:19][CH2:18][NH:17][C@@H:16]([CH2:20][CH2:21][O:22][CH3:23])[CH2:15]3)[C:7]=2[CH:6]=1.[C:32](O[BH-](OC(=O)C)OC(=O)C)(=O)C.[Na+]. The catalyst is ClC(Cl)C. The product is [F:31][C:4]([F:30])([F:3])[C:5]1[CH:29]=[CH:28][C:8]2[NH:9][C:10]3[CH:27]=[CH:26][CH:25]=[CH:24][C:11]=3[N:12]=[C:13]([N:14]3[CH2:19][CH2:18][N:17]([CH3:32])[C@@H:16]([CH2:20][CH2:21][O:22][CH3:23])[CH2:15]3)[C:7]=2[CH:6]=1. The yield is 0.810. (6) The reactants are Br[C:2]1[C:7](=[O:8])[N:6]([CH2:9][C:10]2[CH:15]=[CH:14][C:13]([C:16]3[C:17]([C:22]#[N:23])=[CH:18][CH:19]=[CH:20][CH:21]=3)=[CH:12][CH:11]=2)[C:5]([O:24][CH2:25][CH3:26])=[N:4][C:3]=1[CH3:27].[CH3:28][CH:29]1[CH2:33][C:32]2[CH:34]=[C:35](B(O)O)[CH:36]=[CH:37][C:31]=2[O:30]1.C(=O)([O-])[O-].[Cs+].[Cs+]. The catalyst is O1CCOCC1.C(OCC)(=O)C.C1C=CC(P(C2C=CC=CC=2)[C-]2C=CC=C2)=CC=1.C1C=CC(P(C2C=CC=CC=2)[C-]2C=CC=C2)=CC=1.Cl[Pd]Cl.[Fe+2]. The product is [CH2:25]([O:24][C:5]1[N:6]([CH2:9][C:10]2[CH:15]=[CH:14][C:13]([C:16]3[C:17]([C:22]#[N:23])=[CH:18][CH:19]=[CH:20][CH:21]=3)=[CH:12][CH:11]=2)[C:7](=[O:8])[C:2]([C:35]2[CH:36]=[CH:37][C:31]3[O:30][CH:29]([CH3:28])[CH2:33][C:32]=3[CH:34]=2)=[C:3]([CH3:27])[N:4]=1)[CH3:26]. The yield is 0.680. (7) The reactants are C([O:5][C:6]([N:8]1[CH2:13][CH2:12][C:11]2[N:14]([CH2:38][CH:39]([OH:52])[CH2:40][N:41]3[CH2:51][CH2:50][C:44]4([C:48](=[O:49])[NH:47][CH2:46][CH2:45]4)[CH2:43][CH2:42]3)[N:15]=[C:16]([C:17]3[CH:22]=[CH:21][C:20]([C:23]([F:26])([F:25])[F:24])=[C:19]([CH2:27][NH:28][C:29](=[O:37])[C:30]4[CH:35]=[CH:34][C:33]([F:36])=[CH:32][CH:31]=4)[CH:18]=3)[C:10]=2[CH2:9]1)=O)(C)(C)C.C(O)(C(F)(F)F)=O.[N:60]1C=CC=CC=1.C[Si](N=C=O)(C)C. The catalyst is C(Cl)Cl.CN(C1C=CN=CC=1)C. The product is [F:36][C:33]1[CH:34]=[CH:35][C:30]([C:29]([NH:28][CH2:27][C:19]2[CH:18]=[C:17]([C:16]3[C:10]4[CH2:9][N:8]([C:6]([NH2:60])=[O:5])[CH2:13][CH2:12][C:11]=4[N:14]([CH2:38][CH:39]([OH:52])[CH2:40][N:41]4[CH2:51][CH2:50][C:44]5([C:48](=[O:49])[NH:47][CH2:46][CH2:45]5)[CH2:43][CH2:42]4)[N:15]=3)[CH:22]=[CH:21][C:20]=2[C:23]([F:24])([F:25])[F:26])=[O:37])=[CH:31][CH:32]=1. The yield is 0.420.